From a dataset of Full USPTO retrosynthesis dataset with 1.9M reactions from patents (1976-2016). Predict the reactants needed to synthesize the given product. Given the product [CH:19]1([C:15]2[CH:16]=[C:17]([CH3:18])[C:12]([O:11][C:4]3[N:3]=[C:2]([NH:23][C:24]4[CH:31]=[CH:30][C:27]([C:28]#[N:29])=[CH:26][CH:25]=4)[N:10]=[C:9]4[C:5]=3[N:6]=[CH:7][NH:8]4)=[C:13]([CH3:22])[CH:14]=2)[CH2:21][CH2:20]1, predict the reactants needed to synthesize it. The reactants are: Cl[C:2]1[N:10]=[C:9]2[C:5]([N:6]=[CH:7][NH:8]2)=[C:4]([O:11][C:12]2[C:17]([CH3:18])=[CH:16][C:15]([CH:19]3[CH2:21][CH2:20]3)=[CH:14][C:13]=2[CH3:22])[N:3]=1.[NH2:23][C:24]1[CH:31]=[CH:30][C:27]([C:28]#[N:29])=[CH:26][CH:25]=1.FC(F)(F)C(O)=O.